Dataset: Reaction yield outcomes from USPTO patents with 853,638 reactions. Task: Predict the reaction yield, written as a fraction of the theoretical maximum amount of product (1.0 means a 100% yield; for example, 0.34 means a 34% yield). (1) The reactants are [Br:1][C:2]1[CH:3]=[C:4]([OH:8])[CH:5]=[N:6][CH:7]=1.O.C(=O)([O-])[O-].[Na+].[Na+].[I:16]I.Cl. The catalyst is O. The product is [Br:1][C:2]1[CH:3]=[C:4]([OH:8])[C:5]([I:16])=[N:6][CH:7]=1. The yield is 0.459. (2) The reactants are [Cr](O[Cr]([O-])(=O)=O)([O-])(=O)=[O:2].[NH+]1C=CC=CC=1.[NH+]1C=CC=CC=1.[Si:22]([O:29][C:30]1[CH:35]=[C:34]([O:36][Si:37]([C:40]([CH3:43])([CH3:42])[CH3:41])([CH3:39])[CH3:38])[CH:33]=[CH:32][C:31]=1[C@H:44]1[CH2:49][CH2:48][C@H:47]([CH2:50][OH:51])[CH2:46][CH2:45]1)([C:25]([CH3:28])([CH3:27])[CH3:26])([CH3:24])[CH3:23]. The catalyst is CN(C)C=O. The product is [Si:22]([O:29][C:30]1[CH:35]=[C:34]([O:36][Si:37]([C:40]([CH3:42])([CH3:43])[CH3:41])([CH3:39])[CH3:38])[CH:33]=[CH:32][C:31]=1[C@H:44]1[CH2:45][CH2:46][C@H:47]([C:50]([OH:2])=[O:51])[CH2:48][CH2:49]1)([C:25]([CH3:26])([CH3:27])[CH3:28])([CH3:24])[CH3:23]. The yield is 0.440. (3) The reactants are [CH2:1]([N:8]1[CH2:12][CH2:11][C:10]([CH3:14])(O)[CH2:9]1)[C:2]1[CH:7]=[CH:6][CH:5]=[CH:4][CH:3]=1.S(=O)(=O)(O)O.C(=O)([O-])[O-:21].[K+].[K+].ClCCl.[C:29](#[N:31])[CH3:30]. No catalyst specified. The product is [CH2:1]([N:8]1[CH2:12][CH2:11][C:10]([NH:31][C:29](=[O:21])[CH3:30])([CH3:14])[CH2:9]1)[C:2]1[CH:7]=[CH:6][CH:5]=[CH:4][CH:3]=1. The yield is 0.500. (4) The reactants are [CH3:1][C:2]1([CH3:14])[C:11]([C:12]#N)=[CH:10][C:9]2[C:4](=[CH:5][CH:6]=[CH:7][CH:8]=2)[S:3]1.[OH-:15].[K+].Cl.C[OH:19]. No catalyst specified. The product is [CH3:1][C:2]1([CH3:14])[C:11]([C:12]([OH:19])=[O:15])=[CH:10][C:9]2[C:4](=[CH:5][CH:6]=[CH:7][CH:8]=2)[S:3]1. The yield is 0.590. (5) The reactants are [Br:1][C:2]1[CH:3]=[C:4]([C:8]2[CH:9]=[CH:10][C:11]3[NH:16][C:15](=[O:17])[O:14][C:13]([CH3:19])([CH3:18])[C:12]=3[CH:20]=2)[CH:5]=[CH:6][CH:7]=1.[H-].[Na+].I[CH3:24].S([O-])([O-])(=O)=O.[NH4+].[NH4+]. The catalyst is CN(C=O)C.C(OCC)(=O)C. The product is [Br:1][C:2]1[CH:3]=[C:4]([C:8]2[CH:9]=[CH:10][C:11]3[N:16]([CH3:24])[C:15](=[O:17])[O:14][C:13]([CH3:18])([CH3:19])[C:12]=3[CH:20]=2)[CH:5]=[CH:6][CH:7]=1. The yield is 0.720. (6) The reactants are [CH:1]1([C:6]2[C:7]([O:28][C:29]([O:31][CH3:32])=[O:30])=[CH:8][C:9]([N+:25]([O-])=O)=[C:10]([C:12]3[CH2:13][CH2:14][N:15]([C:18]([O:20][C:21]([CH3:24])([CH3:23])[CH3:22])=[O:19])[CH2:16][CH:17]=3)[CH:11]=2)[CH2:5][CH2:4][CH2:3][CH2:2]1. The catalyst is CO.[Pd]. The product is [NH2:25][C:9]1[CH:8]=[C:7]([O:28][C:29]([O:31][CH3:32])=[O:30])[C:6]([CH:1]2[CH2:2][CH2:3][CH2:4][CH2:5]2)=[CH:11][C:10]=1[CH:12]1[CH2:13][CH2:14][N:15]([C:18]([O:20][C:21]([CH3:24])([CH3:23])[CH3:22])=[O:19])[CH2:16][CH2:17]1. The yield is 0.820. (7) The reactants are [Br:1][C:2]1[CH:3]=[C:4]2[C:10](I)=[CH:9][N:8]([Si:12]([CH:19]([CH3:21])[CH3:20])([CH:16]([CH3:18])[CH3:17])[CH:13]([CH3:15])[CH3:14])[C:5]2=[N:6][CH:7]=1.[CH3:22][O:23][C:24]1[CH:29]=[CH:28][CH:27]=[CH:26][C:25]=1B(O)O.ClCCl.O. The catalyst is C(#N)C.C1(C)C=CC=CC=1.C(=O)(O)[O-].[Na+]. The product is [Br:1][C:2]1[CH:3]=[C:4]2[C:10]([C:25]3[CH:26]=[CH:27][CH:28]=[CH:29][C:24]=3[O:23][CH3:22])=[CH:9][N:8]([Si:12]([CH:19]([CH3:21])[CH3:20])([CH:16]([CH3:18])[CH3:17])[CH:13]([CH3:15])[CH3:14])[C:5]2=[N:6][CH:7]=1. The yield is 0.730.